Predict the reactants needed to synthesize the given product. From a dataset of Full USPTO retrosynthesis dataset with 1.9M reactions from patents (1976-2016). (1) Given the product [C:20]1([S:19][C:17]2[CH:18]=[C:13]3[C:12]([C:26]4[CH:30]=[N:29][NH:28][CH:27]=4)=[CH:11][NH:10][C:14]3=[N:15][CH:16]=2)[CH:21]=[CH:22][CH:23]=[CH:24][CH:25]=1, predict the reactants needed to synthesize it. The reactants are: C1(S([N:10]2[C:14]3=[N:15][CH:16]=[C:17]([S:19][C:20]4[CH:25]=[CH:24][CH:23]=[CH:22][CH:21]=4)[CH:18]=[C:13]3[C:12]([C:26]3[CH:27]=[N:28][NH:29][CH:30]=3)=[CH:11]2)(=O)=O)C=CC=CC=1.[OH-].[Na+]. (2) Given the product [CH3:1][C:2]1[N:6]2[C:7]3[CH:13]=[C:12]([CH3:14])[N:11]([CH2:15][C:16]4[CH:17]=[C:18]([CH2:19][OH:20])[CH:23]=[CH:24][CH:25]=4)[C:8]=3[CH:9]=[CH:10][C:5]2=[N:4][N:3]=1, predict the reactants needed to synthesize it. The reactants are: [CH3:1][C:2]1[N:6]2[C:7]3[CH:13]=[C:12]([CH3:14])[N:11]([CH2:15][C:16]4[CH:17]=[C:18]([CH:23]=[CH:24][CH:25]=4)[C:19](OC)=[O:20])[C:8]=3[CH:9]=[CH:10][C:5]2=[N:4][N:3]=1.[H-].[H-].[H-].[H-].[Li+].[Al+3]. (3) Given the product [CH3:25][O:24][CH2:23][N:19]1[C:18]2[CH:26]=[CH:27][C:15]([CH:13]([C:10]3[CH:11]=[CH:12][N:8]([C:5]4[CH:4]=[CH:3][C:2]([N:68]5[CH2:73][CH2:72][O:71][CH2:70][CH2:69]5)=[CH:7][N:6]=4)[N:9]=3)[CH3:14])=[CH:16][C:17]=2[S:21][C:20]1=[O:22], predict the reactants needed to synthesize it. The reactants are: Br[C:2]1[CH:3]=[CH:4][C:5]([N:8]2[CH:12]=[CH:11][C:10]([CH:13]([C:15]3[CH:27]=[CH:26][C:18]4[N:19]([CH2:23][O:24][CH3:25])[C:20](=[O:22])[S:21][C:17]=4[CH:16]=3)[CH3:14])=[N:9]2)=[N:6][CH:7]=1.CC(C1C=C(C(C)C)C(C2C=CC=CC=2P(C2CCCCC2)C2CCCCC2)=C(C(C)C)C=1)C.CC(C)([O-])C.[Na+].[NH:68]1[CH2:73][CH2:72][O:71][CH2:70][CH2:69]1. (4) Given the product [CH2:16]1[C:17]2[C:13](=[C:12]([NH:11][C:2]3[C:3]4[CH:10]=[CH:9][NH:8][C:4]=4[N:5]=[CH:6][N:7]=3)[CH:20]=[CH:19][CH:18]=2)[CH2:14][CH2:15]1, predict the reactants needed to synthesize it. The reactants are: Cl[C:2]1[C:3]2[CH:10]=[CH:9][NH:8][C:4]=2[N:5]=[CH:6][N:7]=1.[NH2:11][C:12]1[CH:20]=[CH:19][CH:18]=[C:17]2[C:13]=1[CH2:14][CH2:15][CH2:16]2. (5) The reactants are: [CH2:1]([NH:3][C:4]([C:6]1[CH:11]=[CH:10][C:9]([N:12]2[C:16](/[CH:17]=[CH:18]/[C:19]3[CH:24]=[CH:23][CH:22]=[CH:21][CH:20]=3)=[C:15]([C:25](O)=[O:26])[N:14]=[N:13]2)=[CH:8][CH:7]=1)=[O:5])[CH3:2].C1C=C[C:31]2N(O)N=[N:34][C:32]=2[CH:33]=1.C1(N)CC1.CCN=C=NCCCN(C)C. Given the product [CH:32]1([NH:34][C:25]([C:15]2[N:14]=[N:13][N:12]([C:9]3[CH:10]=[CH:11][C:6]([C:4]([NH:3][CH2:1][CH3:2])=[O:5])=[CH:7][CH:8]=3)[C:16]=2/[CH:17]=[CH:18]/[C:19]2[CH:20]=[CH:21][CH:22]=[CH:23][CH:24]=2)=[O:26])[CH2:33][CH2:31]1, predict the reactants needed to synthesize it. (6) The reactants are: Br[CH2:2][C@H:3]([C:5]1[CH:6]=[C:7]([CH:13]=[CH:14][CH:15]=1)[C:8]([O:10][CH2:11][CH3:12])=[O:9])[OH:4].C(=O)([O-])[O-].[K+].[K+]. Given the product [O:4]1[CH2:2][C@@H:3]1[C:5]1[CH:6]=[C:7]([CH:13]=[CH:14][CH:15]=1)[C:8]([O:10][CH2:11][CH3:12])=[O:9], predict the reactants needed to synthesize it. (7) Given the product [C:25]([C:20]1[CH:21]=[CH:22][CH:23]=[CH:24][C:19]=1[O:18][C:14]1[CH:13]=[N:12][N:11]([CH:4]([CH2:5][CH:6]2[CH2:10][CH2:9][CH2:8][CH2:7]2)[C:3]([OH:27])=[O:2])[C:16](=[O:17])[CH:15]=1)#[N:26], predict the reactants needed to synthesize it. The reactants are: C[O:2][C:3](=[O:27])[CH:4]([N:11]1[C:16](=[O:17])[CH:15]=[C:14]([O:18][C:19]2[CH:24]=[CH:23][CH:22]=[CH:21][C:20]=2[C:25]#[N:26])[CH:13]=[N:12]1)[CH2:5][CH:6]1[CH2:10][CH2:9][CH2:8][CH2:7]1.[OH-].[Na+]. (8) The reactants are: Br[C:2]1[CH:3]=[N:4][CH:5]=[CH:6][C:7]=1[CH2:8][O:9][C:10]1[CH:11]=[N:12][C:13]([N:16]2[CH2:21][CH2:20][N:19]([C:22]([O:24][C:25]([CH3:28])([CH3:27])[CH3:26])=[O:23])[CH2:18][CH2:17]2)=[N:14][CH:15]=1.C1(P(C2C=CC=CC=2)C2C3OC4C(=CC=CC=4P(C4C=CC=CC=4)C4C=CC=CC=4)C(C)(C)C=3C=CC=2)C=CC=CC=1.[CH3:71][N:72](C=O)C. Given the product [C:71]([C:2]1[CH:3]=[N:4][CH:5]=[CH:6][C:7]=1[CH2:8][O:9][C:10]1[CH:11]=[N:12][C:13]([N:16]2[CH2:21][CH2:20][N:19]([C:22]([O:24][C:25]([CH3:27])([CH3:28])[CH3:26])=[O:23])[CH2:18][CH2:17]2)=[N:14][CH:15]=1)#[N:72], predict the reactants needed to synthesize it. (9) Given the product [Cl:1][C:2]1[N:3]=[C:4]([N:15]2[CH2:16][CH2:17][O:18][CH2:19][C@@H:20]2[CH3:23])[C:5]2[CH2:10][N:9]([C:11]([O:13][CH3:14])=[O:12])[CH2:8][C:6]=2[N:7]=1, predict the reactants needed to synthesize it. The reactants are: [Cl:1][C:2]1[N:3]=[C:4]([N:15]2[CH2:20][CH2:19][O:18][CH2:17][CH2:16]2)[C:5]2[CH2:10][N:9]([C:11]([O:13][CH3:14])=[O:12])[CH2:8][C:6]=2[N:7]=1.Cl.Cl[C:23]1N=C(N2CCOC[C@@H]2C)C2CNCC=2N=1.C(O)(C(F)(F)F)=O. (10) The reactants are: [N+:1]([C:4]1[CH:9]=[CH:8][C:7]([Cl:10])=[C:6](CCl)[CH:5]=1)([O-:3])=[O:2].[Cl:13][C:14]1C=CC=CC=1CCl.[N+]([O-])(O)=O. Given the product [N+:1]([C:4]1[CH:5]=[CH:6][C:7]([Cl:10])=[CH:8][C:9]=1[CH2:14][Cl:13])([O-:3])=[O:2], predict the reactants needed to synthesize it.